Predict the reaction yield, written as a fraction of the theoretical maximum amount of product (1.0 means a 100% yield; for example, 0.34 means a 34% yield). From a dataset of Reaction yield outcomes from USPTO patents with 853,638 reactions. (1) The reactants are [CH3:1][C:2]1[C:6]2[C:7](=[O:19])[N:8]([CH2:11][CH2:12][N:13]3[CH2:18][CH2:17][O:16][CH2:15][CH2:14]3)[CH2:9][CH2:10][C:5]=2[NH:4][C:3]=1[CH:20]=O.[Cl:22][C:23]1[CH:24]=[C:25]([NH:30][C:31]2[C:32]3[CH2:39][C:38](=[O:40])[NH:37][C:33]=3[N:34]=[CH:35][N:36]=2)[CH:26]=[CH:27][C:28]=1[F:29]. No catalyst specified. The product is [Cl:22][C:23]1[CH:24]=[C:25]([NH:30][C:31]2[C:32]3[C:39](=[CH:20][C:3]4[NH:4][C:5]5[CH2:10][CH2:9][N:8]([CH2:11][CH2:12][N:13]6[CH2:14][CH2:15][O:16][CH2:17][CH2:18]6)[C:7](=[O:19])[C:6]=5[C:2]=4[CH3:1])[C:38](=[O:40])[NH:37][C:33]=3[N:34]=[CH:35][N:36]=2)[CH:26]=[CH:27][C:28]=1[F:29]. The yield is 0.379. (2) The reactants are [Cl:1][C:2]1[C:3]([C:8]2[CH:9]=[C:10]3[C:14](=[CH:15][CH:16]=2)[N:13](COCC[Si](C)(C)C)[N:12]=[C:11]3[NH:25][C:26]2[CH:30]=[CH:29][N:28](S(N(C)C)(=O)=O)[N:27]=2)=[N:4][CH:5]=[CH:6][CH:7]=1.Cl.C(=O)([O-])O.[Na+]. The catalyst is C(O)C. The product is [Cl:1][C:2]1[C:3]([C:8]2[CH:9]=[C:10]3[C:14](=[CH:15][CH:16]=2)[NH:13][N:12]=[C:11]3[NH:25][C:26]2[CH:30]=[CH:29][NH:28][N:27]=2)=[N:4][CH:5]=[CH:6][CH:7]=1. The yield is 0.230.